This data is from Catalyst prediction with 721,799 reactions and 888 catalyst types from USPTO. The task is: Predict which catalyst facilitates the given reaction. Reactant: [F:1][C:2]1[CH:18]=[CH:17][C:16]([C:19]([F:22])([F:21])[F:20])=[CH:15][C:3]=1[C:4]([NH:6][C:7]1[CH:12]=[CH:11][N:10]=[C:9]([O:13]C)[CH:8]=1)=[O:5].[Si](I)(C)(C)C. Product: [F:1][C:2]1[CH:18]=[CH:17][C:16]([C:19]([F:22])([F:20])[F:21])=[CH:15][C:3]=1[C:4]([NH:6][C:7]1[CH:12]=[CH:11][NH:10][C:9](=[O:13])[CH:8]=1)=[O:5]. The catalyst class is: 10.